From a dataset of Reaction yield outcomes from USPTO patents with 853,638 reactions. Predict the reaction yield, written as a fraction of the theoretical maximum amount of product (1.0 means a 100% yield; for example, 0.34 means a 34% yield). The reactants are Br[CH2:2][CH2:3][CH2:4][CH2:5][CH2:6][C:7]([OH:9])=[O:8].[N-:10]=[N+:11]=[N-:12].[Na+].C(Cl)Cl. The catalyst is CN(C=O)C. The product is [N:10]([CH2:2][CH2:3][CH2:4][CH2:5][CH2:6][C:7]([OH:9])=[O:8])=[N+:11]=[N-:12]. The yield is 0.790.